From a dataset of Reaction yield outcomes from USPTO patents with 853,638 reactions. Predict the reaction yield, written as a fraction of the theoretical maximum amount of product (1.0 means a 100% yield; for example, 0.34 means a 34% yield). The reactants are Cl[C:2]1[N:7]=[N:6][C:5]2[C:8]3[CH:16]=[CH:15][CH:14]=[CH:13][C:9]=3[CH2:10][CH2:11][CH2:12][C:4]=2[CH:3]=1.[NH2:17][NH2:18].O. The catalyst is C(O)C. The product is [NH:17]([C:2]1[N:7]=[N:6][C:5]2[C:8]3[CH:16]=[CH:15][CH:14]=[CH:13][C:9]=3[CH2:10][CH2:11][CH2:12][C:4]=2[CH:3]=1)[NH2:18]. The yield is 0.980.